This data is from Reaction yield outcomes from USPTO patents with 853,638 reactions. The task is: Predict the reaction yield, written as a fraction of the theoretical maximum amount of product (1.0 means a 100% yield; for example, 0.34 means a 34% yield). (1) The reactants are C(O)(=O)/C=C\C(O)=[O:5].C(O)(=O)/C=C\C(O)=O.[N:17]1[C:21]2[CH:22]=[CH:23][CH:24]=[CH:25][C:20]=2[NH:19][C:18]=1[S:26][CH2:27][CH2:28][N:29]1[CH2:34][CH2:33][N:32]([CH2:35][C:36]([NH:38][C:39]2[C:40]([S:48][CH3:49])=[N:41][C:42]([CH3:47])=[CH:43][C:44]=2[S:45][CH3:46])=[O:37])[CH2:31][CH2:30]1.ClC1C=CC=C(C(OO)=O)C=1. The catalyst is C(Cl)(Cl)Cl.CO. The product is [N:17]1[C:21]2[CH:22]=[CH:23][CH:24]=[CH:25][C:20]=2[NH:19][C:18]=1[S:26][CH2:27][CH2:28][N:29]1[CH2:30][CH2:31][N:32]([CH2:35][C:36]([NH:38][C:39]2[C:40]([S:48]([CH3:49])=[O:5])=[N:41][C:42]([CH3:47])=[CH:43][C:44]=2[S:45][CH3:46])=[O:37])[CH2:33][CH2:34]1. The yield is 0.400. (2) The yield is 0.980. The catalyst is C(O)(=O)C. The product is [Br:10][C:6]1[C:5]([CH3:8])=[CH:4][C:3]([OH:9])=[C:2]([F:1])[CH:7]=1. The reactants are [F:1][C:2]1[CH:7]=[CH:6][C:5]([CH3:8])=[CH:4][C:3]=1[OH:9].[Br:10]Br. (3) The reactants are [N+:1]([C:4]1[CH:5]=[N:6][N:7]([CH:9]([C:23]2[CH:28]=[CH:27][CH:26]=[CH:25][CH:24]=2)[CH:10]2[CH2:15][CH2:14][N:13](C(OC(C)(C)C)=O)[CH2:12][CH2:11]2)[CH:8]=1)([O-:3])=[O:2].FC(F)(F)C(O)=O. No catalyst specified. The product is [N+:1]([C:4]1[CH:5]=[N:6][N:7]([CH:9]([C:23]2[CH:28]=[CH:27][CH:26]=[CH:25][CH:24]=2)[CH:10]2[CH2:11][CH2:12][NH:13][CH2:14][CH2:15]2)[CH:8]=1)([O-:3])=[O:2]. The yield is 1.00. (4) The reactants are S(Cl)([Cl:3])=O.[NH2:5][C@@H:6]1[CH2:11][CH2:10][C@H:9]([C:12]([OH:14])=[O:13])[CH2:8][CH2:7]1.[CH3:15]O. No catalyst specified. The product is [ClH:3].[NH2:5][C@@H:6]1[CH2:11][CH2:10][C@H:9]([C:12]([O:14][CH3:15])=[O:13])[CH2:8][CH2:7]1. The yield is 0.816. (5) The reactants are [Br:1][C:2]1[CH:3]=[CH:4][C:5]([F:26])=[C:6]([C@:8]([NH:19][S@@:20]([C:22]([CH3:25])([CH3:24])[CH3:23])=[O:21])([CH2:17][F:18])[CH2:9][C:10](OC(C)(C)C)=[O:11])[CH:7]=1.[BH4-].[Li+].CO. The catalyst is C1COCC1. The product is [Br:1][C:2]1[CH:3]=[CH:4][C:5]([F:26])=[C:6]([C@@:8]([NH:19][S@@:20]([C:22]([CH3:24])([CH3:23])[CH3:25])=[O:21])([CH2:9][CH2:10][OH:11])[CH2:17][F:18])[CH:7]=1. The yield is 0.810.